Predict the product of the given reaction. From a dataset of Forward reaction prediction with 1.9M reactions from USPTO patents (1976-2016). (1) Given the reactants [OH:1][CH2:2][CH2:3][C:4]1[CH:5]=[C:6]([CH:17]=[CH:18][C:19]=1[O:20][CH3:21])[CH2:7][CH:8]([C:13]([O:15][CH3:16])=[O:14])[C:9]([O:11][CH3:12])=[O:10].[Cl:22][C:23]1[CH:28]=[C:27]([Cl:29])[CH:26]=[CH:25][C:24]=1[N:30]=[C:31]=[O:32], predict the reaction product. The product is: [Cl:22][C:23]1[CH:28]=[C:27]([Cl:29])[CH:26]=[CH:25][C:24]=1[NH:30][C:31]([O:1][CH2:2][CH2:3][C:4]1[CH:5]=[C:6]([CH:17]=[CH:18][C:19]=1[O:20][CH3:21])[CH2:7][CH:8]([C:9]([O:11][CH3:12])=[O:10])[C:13]([O:15][CH3:16])=[O:14])=[O:32]. (2) Given the reactants Cl[C:2]1[N:3]=[C:4]([N:16]2[CH2:21][CH2:20][O:19][CH2:18][CH2:17]2)[C:5]2[S:10][C:9]([C:11]([O:14][CH3:15])([CH3:13])[CH3:12])=[CH:8][C:6]=2[N:7]=1.CC1(C)C(C)(C)OB([C:30]2[CH:31]=[N:32][C:33]([NH2:36])=[N:34][CH:35]=2)O1, predict the reaction product. The product is: [CH3:15][O:14][C:11]([C:9]1[S:10][C:5]2[C:4]([N:16]3[CH2:21][CH2:20][O:19][CH2:18][CH2:17]3)=[N:3][C:2]([C:30]3[CH:31]=[N:32][C:33]([NH2:36])=[N:34][CH:35]=3)=[N:7][C:6]=2[CH:8]=1)([CH3:13])[CH3:12]. (3) The product is: [F:35][C:16]([F:15])([F:34])[C:17]1[C:21]([CH2:22][N:37]2[C:38](=[O:45])[C:39]3[C:44](=[CH:43][CH:42]=[CH:41][CH:40]=3)[C:36]2=[O:46])=[CH:20][N:19]([CH:24]2[CH2:25][CH2:26][CH:27]([C:30]([F:31])([F:32])[F:33])[CH2:28][CH2:29]2)[N:18]=1. Given the reactants CC(OC(/N=N/C(OC(C)C)=O)=O)C.[F:15][C:16]([F:35])([F:34])[C:17]1[C:21]([CH2:22]O)=[CH:20][N:19]([CH:24]2[CH2:29][CH2:28][CH:27]([C:30]([F:33])([F:32])[F:31])[CH2:26][CH2:25]2)[N:18]=1.[C:36]1(=[O:46])[C:44]2[C:39](=[CH:40][CH:41]=[CH:42][CH:43]=2)[C:38](=[O:45])[NH:37]1.C1C=CC(P(C2C=CC=CC=2)C2C=CC=CC=2)=CC=1, predict the reaction product. (4) Given the reactants [Cl:1][C:2]1[CH:3]=[N:4][CH:5]=[C:6]([Cl:29])[C:7]=1[CH2:8][C:9]([C:11]1[CH:16]=[CH:15][C:14]([OH:17])=[C:13]([O:18][CH3:19])[C:12]=1[O:20][CH2:21][CH2:22][C:23]1[CH:28]=[CH:27][CH:26]=[CH:25][CH:24]=1)=[O:10].C([O-])([O-])=O.[K+].[K+].[CH2:36](I)[CH3:37], predict the reaction product. The product is: [Cl:29][C:6]1[CH:5]=[N:4][CH:3]=[C:2]([Cl:1])[C:7]=1[CH2:8][C:9]([C:11]1[CH:16]=[CH:15][C:14]([O:17][CH2:36][CH3:37])=[C:13]([O:18][CH3:19])[C:12]=1[O:20][CH2:21][CH2:22][C:23]1[CH:24]=[CH:25][CH:26]=[CH:27][CH:28]=1)=[O:10]. (5) Given the reactants CO.C(OC(=O)[N:9]([CH2:31][C:32]1[CH:41]=[CH:40][C:35]2[O:36][CH2:37][CH2:38][O:39][C:34]=2[CH:33]=1)[CH:10]1[CH2:15][CH2:14][N:13]([CH2:16][CH2:17][N:18]2[C:27]3[C:22](=[C:23]([O:28][CH3:29])[CH:24]=[CH:25][CH:26]=3)[CH:21]=[CH:20][C:19]2=[O:30])[CH2:12][CH2:11]1)(C)(C)C.[ClH:43].C(OCC)(=O)C, predict the reaction product. The product is: [ClH:43].[O:36]1[C:35]2[CH:40]=[CH:41][C:32]([CH2:31][NH:9][CH:10]3[CH2:15][CH2:14][N:13]([CH2:16][CH2:17][N:18]4[C:27]5[C:22](=[C:23]([O:28][CH3:29])[CH:24]=[CH:25][CH:26]=5)[CH:21]=[CH:20][C:19]4=[O:30])[CH2:12][CH2:11]3)=[CH:33][C:34]=2[O:39][CH2:38][CH2:37]1. (6) Given the reactants [Cl:1][C:2]1[C:3]([C:22]2[S:26][C:25]([C:27]3([OH:31])[CH2:30][CH2:29][CH2:28]3)=[N:24][CH:23]=2)=[C:4]2[CH:10]=[C:9](I)[N:8](S(C3C=CC(C)=CC=3)(=O)=O)[C:5]2=[N:6][CH:7]=1.[C:32]1(B(O)O)[CH:37]=[CH:36][CH:35]=[CH:34][CH:33]=1.C(=O)(O)[O-].[OH-].[Na+].Cl, predict the reaction product. The product is: [Cl:1][C:2]1[C:3]([C:22]2[S:26][C:25]([C:27]3([OH:31])[CH2:30][CH2:29][CH2:28]3)=[N:24][CH:23]=2)=[C:4]2[CH:10]=[C:9]([C:32]3[CH:37]=[CH:36][CH:35]=[CH:34][CH:33]=3)[NH:8][C:5]2=[N:6][CH:7]=1. (7) Given the reactants [CH3:1][N:2]1[CH:6]=[CH:5][C:4]([NH2:7])=[N:3]1.CCN(C(C)C)C(C)C.[C:17]([O:21][C:22]([NH:24][C:25]1([CH:31]([OH:35])[C:32](O)=[O:33])[CH2:28][C:27]([F:30])([F:29])[CH2:26]1)=[O:23])([CH3:20])([CH3:19])[CH3:18].CN(C(ON1N=NC2C=CC=NC1=2)=[N+](C)C)C.F[P-](F)(F)(F)(F)F, predict the reaction product. The product is: [C:17]([O:21][C:22](=[O:23])[NH:24][C:25]1([CH:31]([OH:35])[C:32](=[O:33])[NH:7][C:4]2[CH:5]=[CH:6][N:2]([CH3:1])[N:3]=2)[CH2:28][C:27]([F:29])([F:30])[CH2:26]1)([CH3:20])([CH3:18])[CH3:19].